Dataset: Catalyst prediction with 721,799 reactions and 888 catalyst types from USPTO. Task: Predict which catalyst facilitates the given reaction. (1) Reactant: [C:1]([O:5][C:6]([N:8]1[CH2:13][CH2:12][CH:11]([CH2:14][CH2:15][CH2:16][CH:17]([OH:27])[C:18]2[CH:23]=[CH:22][C:21]([S:24]([CH3:26])=[O:25])=[CH:20][CH:19]=2)[CH2:10][CH2:9]1)=[O:7])([CH3:4])([CH3:3])[CH3:2].CC(OI1(OC(C)=O)(OC(C)=O)OC(=O)C2C=CC=CC1=2)=O. Product: [C:1]([O:5][C:6]([N:8]1[CH2:9][CH2:10][CH:11]([CH2:14][CH2:15][CH2:16][C:17]([C:18]2[CH:19]=[CH:20][C:21]([S:24]([CH3:26])=[O:25])=[CH:22][CH:23]=2)=[O:27])[CH2:12][CH2:13]1)=[O:7])([CH3:4])([CH3:3])[CH3:2]. The catalyst class is: 91. (2) Reactant: [NH2:1][C:2]1[N:6]=[CH:5][NH:4][N:3]=1.[C:7]([CH:9]([CH2:14][CH2:15][C:16]1[CH:21]=[CH:20][CH:19]=[CH:18][CH:17]=1)[C:10](=O)[CH2:11][CH3:12])#[N:8].C1(C)C=CC(S(O)(=O)=O)=CC=1. The catalyst class is: 728. Product: [NH2:8][C:7]1[N:3]2[N:4]=[CH:5][N:6]=[C:2]2[N:1]=[C:10]([CH2:11][CH3:12])[C:9]=1[CH2:14][CH2:15][C:16]1[CH:17]=[CH:18][CH:19]=[CH:20][CH:21]=1.